Dataset: Reaction yield outcomes from USPTO patents with 853,638 reactions. Task: Predict the reaction yield, written as a fraction of the theoretical maximum amount of product (1.0 means a 100% yield; for example, 0.34 means a 34% yield). (1) The reactants are [C:1]([O:4][C:5]1[CH:10]=[CH:9][C:8]([CH2:11]O)=[CH:7][CH:6]=1)(=[O:3])[CH3:2].C(Br)(Br)(Br)[Br:14].C1(P(C2C=CC=CC=2)C2C=CC=CC=2)C=CC=CC=1. The catalyst is C(Cl)Cl. The product is [C:1]([O:4][C:5]1[CH:10]=[CH:9][C:8]([CH2:11][Br:14])=[CH:7][CH:6]=1)(=[O:3])[CH3:2]. The yield is 0.790. (2) The reactants are [CH:1]1([NH:4][C:5](=[O:80])[NH:6][C:7]2[CH:78]=[CH:77][C:10]([O:11][C:12]3[CH:17]=[CH:16][N:15]=[C:14]4[CH:18]=[C:19]([C:21]5[CH:76]=[CH:75][C:24]([C:25]([N:27]([CH3:74])[CH2:28][C@@H:29]([O:66][Si](C(C)(C)C)(C)C)[C@H:30]([O:58][Si](C(C)(C)C)(C)C)[C@@H:31]([O:50][Si](C(C)(C)C)(C)C)[C@@H:32]([O:42][Si](C(C)(C)C)(C)C)[CH2:33][O:34][Si](C(C)(C)C)(C)C)=[O:26])=[CH:23][N:22]=5)[S:20][C:13]=34)=[C:9]([F:79])[CH:8]=2)[CH2:3][CH2:2]1.CCCC[N+](CCCC)(CCCC)CCCC.[F-]. The catalyst is C1COCC1. The product is [CH:1]1([NH:4][C:5](=[O:80])[NH:6][C:7]2[CH:78]=[CH:77][C:10]([O:11][C:12]3[CH:17]=[CH:16][N:15]=[C:14]4[CH:18]=[C:19]([C:21]5[CH:76]=[CH:75][C:24]([C:25]([N:27]([CH3:74])[CH2:28][C@@H:29]([OH:66])[C@H:30]([OH:58])[C@@H:31]([OH:50])[C@@H:32]([OH:42])[CH2:33][OH:34])=[O:26])=[CH:23][N:22]=5)[S:20][C:13]=34)=[C:9]([F:79])[CH:8]=2)[CH2:2][CH2:3]1. The yield is 0.0700. (3) The reactants are [CH2:1]([O:4][CH2:5][C@H:6]([O:10][CH2:11][O:12][CH2:13][CH2:14][O:15][CH3:16])[CH2:7][CH:8]=[CH2:9])C=C. The catalyst is Cl[Ru](=C1N(C2C(C)=CC(C)=CC=2C)CCN1C1C(C)=CC(C)=CC=1C)(Cl)(=CC1C=CC=CC=1)[P](C1CCCCC1)(C1CCCCC1)C1CCCCC1.C(Cl)Cl. The product is [CH3:16][O:15][CH2:14][CH2:13][O:12][CH2:11][O:10][C@@H:6]1[CH2:7][CH:8]=[CH:9][CH2:1][O:4][CH2:5]1. The yield is 0.940.